From a dataset of Reaction yield outcomes from USPTO patents with 853,638 reactions. Predict the reaction yield, written as a fraction of the theoretical maximum amount of product (1.0 means a 100% yield; for example, 0.34 means a 34% yield). (1) The reactants are [CH:1]1([C:7]([OH:9])=O)[CH2:6][CH2:5][CH2:4][CH2:3][CH2:2]1.C(N(CC)C(C)C)(C)C.CN([C:22]([O:26][N:27]1N=NC2C=CC=C[C:28]1=2)=[N+](C)C)C.[B-](F)(F)(F)F.Cl.CNOC. The catalyst is C(#N)C. The product is [CH3:22][O:26][N:27]([CH3:28])[C:7]([CH:1]1[CH2:6][CH2:5][CH2:4][CH2:3][CH2:2]1)=[O:9]. The yield is 0.880. (2) The reactants are [CH3:1][O:2][C:3](=[O:23])[NH:4][CH:5]([C:9]([N:11]1[CH2:15][CH2:14][CH2:13][CH:12]1[C:16]1[NH:17][C:18]([C:21]#[CH:22])=[CH:19][N:20]=1)=[O:10])[CH:6]([CH3:8])[CH3:7].[CH3:24][O:25][C:26](=[O:57])[NH:27][CH:28]([C:32]([N:34]1[CH2:38][CH2:37][CH2:36][CH:35]1[C:39]1[NH:40][C:41]([C:44]2[CH:49]=[CH:48][C:47]([C:50]3[CH:55]=[CH:54][C:53](Br)=[CH:52][CH:51]=3)=[CH:46][CH:45]=2)=[CH:42][N:43]=1)=[O:33])[CH:29]([CH3:31])[CH3:30].C(N(CC)CC)C. The catalyst is CN(C=O)C.C1C=CC([P]([Pd]([P](C2C=CC=CC=2)(C2C=CC=CC=2)C2C=CC=CC=2)([P](C2C=CC=CC=2)(C2C=CC=CC=2)C2C=CC=CC=2)[P](C2C=CC=CC=2)(C2C=CC=CC=2)C2C=CC=CC=2)(C2C=CC=CC=2)C2C=CC=CC=2)=CC=1.[Cu]I. The product is [CH3:24][O:25][C:26](=[O:57])[NH:27][CH:28]([C:32]([N:34]1[CH2:38][CH2:37][CH2:36][CH:35]1[C:39]1[NH:40][C:41]([C:44]2[CH:49]=[CH:48][C:47]([C:50]3[CH:55]=[CH:54][C:53]([C:22]#[C:21][C:18]4[NH:17][C:16]([CH:12]5[CH2:13][CH2:14][CH2:15][N:11]5[C:9](=[O:10])[CH:5]([NH:4][C:3]([O:2][CH3:1])=[O:23])[CH:6]([CH3:8])[CH3:7])=[N:20][CH:19]=4)=[CH:52][CH:51]=3)=[CH:46][CH:45]=2)=[CH:42][N:43]=1)=[O:33])[CH:29]([CH3:31])[CH3:30]. The yield is 0.120. (3) The reactants are [CH3:1][C:2]1[C:3]([C:8]([OH:10])=O)=[N:4][CH:5]=[CH:6][N:7]=1.[CH2:11]([C:15]1[CH:16]=[C:17]([CH:19]=[CH:20][C:21]=1[CH:22]([C:27]([F:30])([F:29])[F:28])[C:23]([F:26])([F:25])[F:24])N)[CH:12]([CH3:14])[CH3:13].[I-].ClC1C=CC=C[N+:34]=1C.C(N(CC)CC)C. The catalyst is O1CCCC1.C(OCC)(=O)C. The product is [CH2:11]([C:15]1[CH:16]=[C:17]([C:6]2[N:7]=[C:2]([CH3:1])[C:3]([C:8]([NH2:34])=[O:10])=[N:4][CH:5]=2)[CH:19]=[CH:20][C:21]=1[CH:22]([C:27]([F:28])([F:29])[F:30])[C:23]([F:24])([F:25])[F:26])[CH:12]([CH3:14])[CH3:13]. The yield is 0.690. (4) The reactants are [Cl:1][C:2]1[CH:41]=[CH:40][C:5]([CH2:6][N:7]2[C:15]3[C:14](=[O:16])[N:13]([CH2:17][CH2:18][O:19][CH:20]4[CH2:25][CH2:24][CH2:23][CH2:22][O:21]4)[C:12](=[O:26])[N:11]([CH3:27])[C:10]=3[N:9]=[C:8]2[O:28][CH2:29][CH2:30][O:31][C:32]2[CH:33]=[C:34]([CH:37]=[CH:38][CH:39]=2)[CH:35]=O)=[CH:4][CH:3]=1.C(O)(=O)C.Cl.[CH3:47][NH:48][CH3:49].C([BH3-])#N.[Na+]. The catalyst is CO.C1COCC1. The product is [Cl:1][C:2]1[CH:41]=[CH:40][C:5]([CH2:6][N:7]2[C:15]3[C:14](=[O:16])[N:13]([CH2:17][CH2:18][O:19][CH:20]4[CH2:25][CH2:24][CH2:23][CH2:22][O:21]4)[C:12](=[O:26])[N:11]([CH3:27])[C:10]=3[N:9]=[C:8]2[O:28][CH2:29][CH2:30][O:31][C:32]2[CH:39]=[CH:38][CH:37]=[C:34]([CH2:35][N:48]([CH3:49])[CH3:47])[CH:33]=2)=[CH:4][CH:3]=1. The yield is 0.249. (5) The reactants are [NH:1]1[C:5]2[CH:6]=[CH:7][C:8]([C:10]([OH:12])=O)=[CH:9][C:4]=2[N:3]=[CH:2]1.[CH3:13][O:14][C:15]1[CH:35]=[CH:34][C:18]([O:19][C:20]2[CH:33]=[CH:32][C:23]3[C@@H:24]4[C@H:29]([CH2:30][CH2:31][C:22]=3[CH:21]=2)[NH:28][CH2:27][CH2:26][CH2:25]4)=[CH:17][CH:16]=1. No catalyst specified. The product is [NH:1]1[C:5]2[CH:6]=[CH:7][C:8]([C:10]([N:28]3[C@@H:29]4[C@@H:24]([C:23]5[CH:32]=[CH:33][C:20]([O:19][C:18]6[CH:17]=[CH:16][C:15]([O:14][CH3:13])=[CH:35][CH:34]=6)=[CH:21][C:22]=5[CH2:31][CH2:30]4)[CH2:25][CH2:26][CH2:27]3)=[O:12])=[CH:9][C:4]=2[N:3]=[CH:2]1. The yield is 0.720. (6) The yield is 0.740. The product is [CH3:32][N:33]1[CH:37]=[CH:36][C:35]([C:38]2[N:42]([C:43]3[CH:44]=[N:45][CH:46]=[CH:47][CH:48]=3)[N:41]=[C:40]([C:49]([N:28]3[CH2:29][CH2:30][N:25]([CH3:24])[C:26](=[O:31])[CH2:27]3)=[O:50])[CH:39]=2)=[CH:34]1. The catalyst is CN(C)C=O.C(N(CC)CC)C. The reactants are ON1C2C=CC=CC=2N=N1.Cl.CN(C)CCCN=C=NCC.Cl.[CH3:24][N:25]1[CH2:30][CH2:29][NH:28][CH2:27][C:26]1=[O:31].[CH3:32][N:33]1[CH:37]=[CH:36][C:35]([C:38]2[N:42]([C:43]3[CH:44]=[N:45][CH:46]=[CH:47][CH:48]=3)[N:41]=[C:40]([C:49](O)=[O:50])[CH:39]=2)=[CH:34]1. (7) The reactants are Br[C:2]1[N:3]=[C:4](/[CH:8]=[CH:9]/[C:10]2[N:20]=[C:13]3[C:14]([CH3:19])=[N:15][CH:16]=[C:17]([CH3:18])[N:12]3[N:11]=2)[N:5]([CH3:7])[CH:6]=1.[N:21]1[C:22](=[O:27])[CH2:23][CH:24]=[CH:25][CH:26]=1. No catalyst specified. The product is [CH3:18][C:17]1[N:12]2[N:11]=[C:10](/[CH:9]=[CH:8]/[C:4]3[N:5]([CH3:7])[CH:6]=[C:2]([N:21]4[CH:26]=[CH:25][CH:24]=[CH:23][C:22]4=[O:27])[N:3]=3)[N:20]=[C:13]2[C:14]([CH3:19])=[N:15][CH:16]=1. The yield is 0.428.